From a dataset of Catalyst prediction with 721,799 reactions and 888 catalyst types from USPTO. Predict which catalyst facilitates the given reaction. (1) Reactant: [C:1]([O:5][C:6](=[O:35])[NH:7][CH:8]([C:17](=[O:34])[NH:18][CH:19]([C:30](=[O:33])[NH:31][CH3:32])[CH2:20][C:21]1[CH:26]=[CH:25][C:24]([N+:27]([O-])=O)=[CH:23][CH:22]=1)[CH2:9][C:10]1[CH:15]=[CH:14][C:13]([OH:16])=[CH:12][CH:11]=1)([CH3:4])([CH3:3])[CH3:2]. Product: [C:1]([O:5][C:6](=[O:35])[NH:7][CH:8]([C:17](=[O:34])[NH:18][CH:19]([C:30](=[O:33])[NH:31][CH3:32])[CH2:20][C:21]1[CH:26]=[CH:25][C:24]([NH2:27])=[CH:23][CH:22]=1)[CH2:9][C:10]1[CH:11]=[CH:12][C:13]([OH:16])=[CH:14][CH:15]=1)([CH3:4])([CH3:2])[CH3:3]. The catalyst class is: 19. (2) Reactant: [F:1][C:2]1[CH:7]=[C:6]([I:8])[CH:5]=[CH:4][C:3]=1[NH:9][C:10]1[N:15]([CH3:16])[C:14](=[O:17])[C:13]2[N:18]=[C:19]([CH3:21])[O:20][C:12]=2[C:11]=1[C:22]([NH:24][O:25][CH2:26][CH2:27][O:28]C=C)=[O:23].Cl. Product: [F:1][C:2]1[CH:7]=[C:6]([I:8])[CH:5]=[CH:4][C:3]=1[NH:9][C:10]1[N:15]([CH3:16])[C:14](=[O:17])[C:13]2[N:18]=[C:19]([CH3:21])[O:20][C:12]=2[C:11]=1[C:22]([NH:24][O:25][CH2:26][CH2:27][OH:28])=[O:23]. The catalyst class is: 5. (3) Reactant: [OH:1][CH2:2][CH2:3][O:4][CH2:5][CH2:6][OH:7].[OH-].[K+].S(O[CH:21]([CH2:23][O:24][CH2:25][C:26]1[CH:31]=[CH:30][CH:29]=[CH:28][CH:27]=1)[CH3:22])(C1C=CC(C)=CC=1)(=O)=O.O. Product: [OH:1][CH2:2][CH2:3][O:4][CH2:5][CH2:6][O:7][CH:21]([CH2:23][O:24][CH2:25][C:26]1[CH:31]=[CH:30][CH:29]=[CH:28][CH:27]=1)[CH3:22]. The catalyst class is: 12. (4) Reactant: [CH:1]([N:4]1[CH:8]=[C:7]([C:9]2[CH:14]=[CH:13][C:12]([C:15]3[CH:16]=[N:17][CH:18]=[C:19]4[C:24]=3[N:23]=[C:22]([C:25]([N:27]3[CH2:30][CH:29]([O:31][CH3:32])[CH2:28]3)=[O:26])[CH:21]=[CH:20]4)=[CH:11][CH:10]=2)[CH:6]=[N:5]1)([CH3:3])[CH3:2].C(OO)(=O)C.C1(C)C=CC(S(Cl)(=O)=O)=CC=1.C(C[NH2:52])O. Product: [NH2:52][C:18]1[N:17]=[CH:16][C:15]([C:12]2[CH:13]=[CH:14][C:9]([C:7]3[CH:6]=[N:5][N:4]([CH:1]([CH3:3])[CH3:2])[CH:8]=3)=[CH:10][CH:11]=2)=[C:24]2[C:19]=1[CH:20]=[CH:21][C:22]([C:25]([N:27]1[CH2:28][CH:29]([O:31][CH3:32])[CH2:30]1)=[O:26])=[N:23]2. The catalyst class is: 34. (5) Reactant: C(OC([NH:8][CH2:9][C@H:10]1[CH2:15][CH2:14][C@H:13]([C:16]([NH:18][C@H:19]([C:48](=[O:61])[NH:49][C:50]2[CH:55]=[CH:54][C:53]([C:56]3[N:57]=[N:58][NH:59][N:60]=3)=[CH:52][CH:51]=2)[CH2:20][C:21]2[CH:26]=[CH:25][C:24]([C:27]3[CH:32]=[CH:31][C:30]([C:33]([NH:35][C@@H:36]4[CH2:40][CH2:39][N:38](C(OC(C)(C)C)=O)[CH2:37]4)=[O:34])=[CH:29][CH:28]=3)=[CH:23][CH:22]=2)=[O:17])[CH2:12][CH2:11]1)=O)(C)(C)C.[ClH:62]. Product: [ClH:62].[NH2:8][CH2:9][C@H:10]1[CH2:11][CH2:12][C@H:13]([C:16]([NH:18][C@H:19]([C:48](=[O:61])[NH:49][C:50]2[CH:51]=[CH:52][C:53]([C:56]3[N:57]=[N:58][NH:59][N:60]=3)=[CH:54][CH:55]=2)[CH2:20][C:21]2[CH:22]=[CH:23][C:24]([C:27]3[CH:32]=[CH:31][C:30]([C:33]([NH:35][C@@H:36]4[CH2:40][CH2:39][NH:38][CH2:37]4)=[O:34])=[CH:29][CH:28]=3)=[CH:25][CH:26]=2)=[O:17])[CH2:14][CH2:15]1. The catalyst class is: 12. (6) Reactant: [Br:1][C:2]1[CH:7]=[CH:6][C:5]([OH:8])=[C:4]([O:9][CH3:10])[CH:3]=1.[CH2:11](Br)[C:12]1[CH:17]=[CH:16][CH:15]=[CH:14][CH:13]=1.C(=O)([O-])[O-].[Cs+].[Cs+]. Product: [CH2:11]([O:8][C:5]1[CH:6]=[CH:7][C:2]([Br:1])=[CH:3][C:4]=1[O:9][CH3:10])[C:12]1[CH:17]=[CH:16][CH:15]=[CH:14][CH:13]=1. The catalyst class is: 21. (7) Reactant: [OH-].[Na+].[Br:3][C:4]1[CH:5]=[C:6]([C:14]([O:16][CH3:17])=[O:15])[CH:7]=[C:8]([CH:13]=1)[C:9](OC)=[O:10].C(Cl)(=O)C(Cl)=O.[CH3:24][N:25](C=O)[CH3:26].CNC.C(O)C. Product: [Br:3][C:4]1[CH:5]=[C:6]([CH:7]=[C:8]([C:9](=[O:10])[N:25]([CH3:26])[CH3:24])[CH:13]=1)[C:14]([O:16][CH3:17])=[O:15]. The catalyst class is: 92.